Task: Predict the product of the given reaction.. Dataset: Forward reaction prediction with 1.9M reactions from USPTO patents (1976-2016) Given the reactants [CH2:1]([O:3][C:4](=[O:20])[C:5]1[CH:17]=[C:16]([CH2:18][OH:19])[CH:15]=[C:7]([C:8]([N:10]([CH3:14])[CH2:11][CH2:12][CH3:13])=[O:9])[CH:6]=1)[CH3:2].C(Cl)(=O)C(Cl)=O.CS(C)=O.C(N(CC)CC)C, predict the reaction product. The product is: [CH2:1]([O:3][C:4](=[O:20])[C:5]1[CH:17]=[C:16]([CH:18]=[O:19])[CH:15]=[C:7]([C:8]([N:10]([CH3:14])[CH2:11][CH2:12][CH3:13])=[O:9])[CH:6]=1)[CH3:2].